From a dataset of Reaction yield outcomes from USPTO patents with 853,638 reactions. Predict the reaction yield, written as a fraction of the theoretical maximum amount of product (1.0 means a 100% yield; for example, 0.34 means a 34% yield). The reactants are [CH3:1][O:2][C:3](=[O:16])[CH2:4][CH2:5][CH:6]([NH:8][C:9]1[CH:14]=[CH:13][CH:12]=[CH:11][C:10]=1[NH2:15])[CH3:7].[C:17](N1C=CN=C1)(N1C=CN=C1)=[O:18]. The catalyst is C1COCC1. The product is [CH3:1][O:2][C:3](=[O:16])[CH2:4][CH2:5][CH:6]([N:8]1[C:9]2[CH:14]=[CH:13][CH:12]=[CH:11][C:10]=2[NH:15][C:17]1=[O:18])[CH3:7]. The yield is 0.940.